This data is from Peptide-MHC class I binding affinity with 185,985 pairs from IEDB/IMGT. The task is: Regression. Given a peptide amino acid sequence and an MHC pseudo amino acid sequence, predict their binding affinity value. This is MHC class I binding data. (1) The binding affinity (normalized) is 0.0847. The peptide sequence is ITWPRTRHW. The MHC is HLA-A02:12 with pseudo-sequence HLA-A02:12. (2) The peptide sequence is VKSMILHEIL. The MHC is HLA-B37:01 with pseudo-sequence HLA-B37:01. The binding affinity (normalized) is 0.0299. (3) The MHC is HLA-A26:01 with pseudo-sequence HLA-A26:01. The peptide sequence is DVSEQLELI. The binding affinity (normalized) is 0.0847. (4) The peptide sequence is GTGLWTHDK. The MHC is HLA-A03:01 with pseudo-sequence HLA-A03:01. The binding affinity (normalized) is 0.704. (5) The peptide sequence is YHFDPVHHL. The MHC is HLA-B40:01 with pseudo-sequence HLA-B40:01. The binding affinity (normalized) is 0.0847. (6) The peptide sequence is RLKFSLSYK. The MHC is HLA-A31:01 with pseudo-sequence HLA-A31:01. The binding affinity (normalized) is 0.808. (7) The peptide sequence is AYSPFAFKK. The MHC is HLA-B07:02 with pseudo-sequence HLA-B07:02. The binding affinity (normalized) is 0.0847. (8) The peptide sequence is LSRKEFDLY. The MHC is HLA-A30:02 with pseudo-sequence HLA-A30:02. The binding affinity (normalized) is 0.00159. (9) The peptide sequence is GVKVRVWLF. The MHC is HLA-A29:02 with pseudo-sequence HLA-A29:02. The binding affinity (normalized) is 0.0847. (10) The peptide sequence is TPKKPNSAL. The MHC is HLA-A11:01 with pseudo-sequence HLA-A11:01. The binding affinity (normalized) is 0.0847.